This data is from Forward reaction prediction with 1.9M reactions from USPTO patents (1976-2016). The task is: Predict the product of the given reaction. Given the reactants [Br:1][C:2]1[CH:3]=[CH:4][C:5]2[O:14][C:13]3[C:12](=[O:15])[NH:11][C:10]([CH:16]4CCCN(C(OC(C)(C)C)=O)[CH2:17]4)=[N:9][C:8]=3[C:6]=2[CH:7]=1.BrC1C=CC2OC(C(=O)N)=C(NC([C:44]3C=C[C:47]([NH:50][C:51](=[O:57])[O:52][C:53]([CH3:56])([CH3:55])[CH3:54])=[CH:46][CH:45]=3)=O)C=2C=1.BrC1C=CC2OC(C(=O)N)=C(NC(C3CCN(C(OC(C)(C)C)=O)CC3)=O)C=2C=1, predict the reaction product. The product is: [Br:1][C:2]1[CH:3]=[CH:4][C:5]2[O:14][C:13]3[C:12](=[O:15])[NH:11][C:10]([C:16]4[CH:17]=[C:47]([NH:50][C:51](=[O:57])[O:52][C:53]([CH3:55])([CH3:54])[CH3:56])[CH:46]=[CH:45][CH:44]=4)=[N:9][C:8]=3[C:6]=2[CH:7]=1.